The task is: Predict the reactants needed to synthesize the given product.. This data is from Full USPTO retrosynthesis dataset with 1.9M reactions from patents (1976-2016). (1) The reactants are: [N:1]([O-])=O.[Na+].[NH2:5][C:6]1[CH:7]=[N:8][CH:9]=[C:10](OC)[CH:11]=1.C(OC(=O)[CH:18]([NH:24][C:25]([C:27]1[CH:31]=[CH:30][N:29]([CH3:32])[N:28]=1)=O)[C:19]([O:21]CC)=[O:20])C.[C:34](=[O:37])([O-])[O-].[K+].[K+].C[O-].[Na+].[OH-].[Na+]. Given the product [CH3:34][O:37][C:9]1[N:8]=[CH:7][C:6]([N:5]2[C:25]([C:27]3[CH:31]=[CH:30][N:29]([CH3:32])[N:28]=3)=[N:24][C:18]([C:19]([OH:21])=[O:20])=[N:1]2)=[CH:11][CH:10]=1, predict the reactants needed to synthesize it. (2) Given the product [CH3:1][N:2]1[C:10]([C:27]2[CH:28]=[CH:29][CH:30]=[CH:31][N:26]=2)=[C:9]2[C:4]([CH2:5][N:6]([C:19]([O:21][C:22]([CH3:25])([CH3:24])[CH3:23])=[O:20])[CH2:7][CH2:8]2)=[N:3]1, predict the reactants needed to synthesize it. The reactants are: [CH3:1][N:2]1[C:10](OS(C(F)(F)F)(=O)=O)=[C:9]2[C:4]([CH2:5][N:6]([C:19]([O:21][C:22]([CH3:25])([CH3:24])[CH3:23])=[O:20])[CH2:7][CH2:8]2)=[N:3]1.[N:26]1[CH:31]=[CH:30][CH:29]=[CH:28][C:27]=1B1OC(C)(C)C(C)(C)O1.C(=O)([O-])[O-].[Cs+].[Cs+]. (3) Given the product [N:26]1([CH2:25][CH2:24][CH2:23][O:21][C:18]2[CH:19]=[CH:20][C:15]([C:13]3[C:12]4[C:7]([N:6]=[C:5]5[C:14]=3[CH2:1][CH2:2][CH2:3][CH2:4]5)=[CH:8][CH:9]=[CH:10][CH:11]=4)=[CH:16][CH:17]=2)[CH2:30][CH2:29][CH2:28][CH2:27]1, predict the reactants needed to synthesize it. The reactants are: [CH2:1]1[C:14]2[C:5](=[N:6][C:7]3[C:12]([C:13]=2[C:15]2[CH:20]=[CH:19][C:18]([OH:21])=[CH:17][CH:16]=2)=[CH:11][CH:10]=[CH:9][CH:8]=3)[CH2:4][CH2:3][CH2:2]1.Cl[CH2:23][CH2:24][CH2:25][N:26]1[CH2:30][CH2:29][CH2:28][CH2:27]1.C([O-])([O-])=O.[K+].[K+]. (4) Given the product [CH3:1][C@@:2]1([OH:35])[C@@H:30]([CH2:31][O:32][C:43](=[O:44])[CH2:42][O:41][CH:37]2[CH2:38][CH2:39][CH2:40][O:36]2)[O:29][C@@H:5]([O:6][C:7]2[CH:12]=[C:11]([CH2:13][O:14][CH:15]3[CH2:19][CH2:18][CH2:17][O:16]3)[CH:10]=[CH:9][C:8]=2[CH2:20][C:21]2[CH:26]=[CH:25][C:24]([O:27][CH3:28])=[CH:23][CH:22]=2)[C@H:4]([OH:33])[C@H:3]1[OH:34], predict the reactants needed to synthesize it. The reactants are: [CH3:1][C@@:2]1([OH:35])[C@@H:30]([CH2:31][OH:32])[O:29][C@@H:5]([O:6][C:7]2[CH:12]=[C:11]([CH2:13][O:14][CH:15]3[CH2:19][CH2:18][CH2:17][O:16]3)[CH:10]=[CH:9][C:8]=2[CH2:20][C:21]2[CH:26]=[CH:25][C:24]([O:27][CH3:28])=[CH:23][CH:22]=2)[C@H:4]([OH:33])[C@H:3]1[OH:34].[O:36]1[CH2:40][CH2:39][CH2:38][CH:37]1[O:41][CH2:42][C:43](OC[C@H]1O[C@@H](OC2C=C(COC3CCCO3)C=CC=2CC2C=CC(CC)=CC=2)[C@H](O)[C@@H](O)C1)=[O:44]. (5) Given the product [CH3:12][O:11][C:9]1[CH:8]=[CH:7][C:5]2[N:6]=[C:2]([C:25]3[CH:24]=[CH:30][C:29]([O:31][CH3:32])=[CH:28][CH:27]=3)[S:3][C:4]=2[CH:10]=1.[OH:11][C:9]1[CH:10]=[CH:4][C:5]([C:22]2[S:23][C:24]3[CH:30]=[C:29]([OH:31])[CH:28]=[CH:27][C:25]=3[N:26]=2)=[CH:7][CH:8]=1, predict the reactants needed to synthesize it. The reactants are: Br[C:2]1[S:3][C:4]2[CH:10]=[C:9]([O:11][CH3:12])[CH:8]=[CH:7][C:5]=2[N:6]=1.N(OCCC(C)C)=O.N[C:22]1[S:23][C:24]2[CH:30]=[C:29]([O:31][CH3:32])[CH:28]=[CH:27][C:25]=2[N:26]=1.Cl.